This data is from Reaction yield outcomes from USPTO patents with 853,638 reactions. The task is: Predict the reaction yield, written as a fraction of the theoretical maximum amount of product (1.0 means a 100% yield; for example, 0.34 means a 34% yield). The reactants are [OH-].[Na+].C[O:4][C:5](=[O:15])[C:6]1[CH:11]=[CH:10][CH:9]=[C:8]([CH3:12])[C:7]=1[O:13][CH3:14]. The catalyst is O1CCCC1. The product is [CH3:14][O:13][C:7]1[C:8]([CH3:12])=[CH:9][CH:10]=[CH:11][C:6]=1[C:5]([OH:15])=[O:4]. The yield is 0.890.